Dataset: Forward reaction prediction with 1.9M reactions from USPTO patents (1976-2016). Task: Predict the product of the given reaction. (1) Given the reactants [Si](OCCN1[CH2:15][C@H:14]([CH:16]([CH3:18])[CH3:17])[N:13]([C:19]2[CH:24]=[CH:23][N:22]3[N:25]=[CH:26][C:27]([C:28]4[CH:33]=[CH:32][C:31]([C:34]5[N:35](COCC[Si](C)(C)C)[CH:36]=[CH:37][N:38]=5)=[CH:30][CH:29]=4)=[C:21]3[N:20]=2)[C:12]1=[O:47])(C(C)(C)C)(C)C.FC(F)(F)C(O)=[O:51], predict the reaction product. The product is: [NH:35]1[CH:36]=[CH:37][N:38]=[C:34]1[C:31]1[CH:32]=[CH:33][C:28]([C:27]2[CH:26]=[N:25][N:22]3[CH:23]=[CH:24][C:19]([N:13]4[C@@H:14]([CH:16]([CH3:18])[CH3:17])[CH2:15][O:47][C:12]4=[O:51])=[N:20][C:21]=23)=[CH:29][CH:30]=1. (2) Given the reactants [C:1]1([C:7]2[C:15]3[C:14]([N:16]4[CH2:21][CH2:20][CH:19]([CH2:22][OH:23])[CH2:18][CH2:17]4)=[N:13][CH:12]=[N:11][C:10]=3[S:9][CH:8]=2)[CH:6]=[CH:5][CH:4]=[CH:3][CH:2]=1.[H-].[Na+].Cl.Cl[CH2:28][CH2:29][N:30]1[CH2:34][CH2:33][CH2:32][CH2:31]1, predict the reaction product. The product is: [C:1]1([C:7]2[C:15]3[C:14]([N:16]4[CH2:17][CH2:18][CH:19]([CH2:22][O:23][CH2:28][CH2:29][N:30]5[CH2:34][CH2:33][CH2:32][CH2:31]5)[CH2:20][CH2:21]4)=[N:13][CH:12]=[N:11][C:10]=3[S:9][CH:8]=2)[CH:2]=[CH:3][CH:4]=[CH:5][CH:6]=1. (3) Given the reactants [CH3:1][O:2][C:3]([CH:5]1[CH2:9][CH2:8][CH2:7][N:6]1[N:10]=[CH:11][C:12]1[CH:17]=[CH:16][C:15]([F:18])=[CH:14][CH:13]=1)=[O:4].C(O)(=O)C.C([BH3-])#N.[Na+], predict the reaction product. The product is: [CH3:1][O:2][C:3]([CH:5]1[CH2:9][CH2:8][CH2:7][N:6]1[NH:10][CH2:11][C:12]1[CH:13]=[CH:14][C:15]([F:18])=[CH:16][CH:17]=1)=[O:4]. (4) Given the reactants [C:1]1(B(O)O)[CH:6]=[CH:5][CH:4]=[CH:3][CH:2]=1.[C:10]1([O:16][C:17]([N:19]2[CH2:24][CH:23]=[C:22](OS(C(F)(F)F)(=O)=O)[CH2:21][CH:20]2[CH3:33])=[O:18])[CH:15]=[CH:14][CH:13]=[CH:12][CH:11]=1.C([O-])([O-])=O.[K+].[K+].O, predict the reaction product. The product is: [C:10]1([O:16][C:17]([N:19]2[CH2:24][CH:23]=[C:22]([C:1]3[CH:6]=[CH:5][CH:4]=[CH:3][CH:2]=3)[CH2:21][CH:20]2[CH3:33])=[O:18])[CH:15]=[CH:14][CH:13]=[CH:12][CH:11]=1. (5) Given the reactants Br[CH2:2][C:3]1[N:4]([CH3:28])[C:5]2[C:10]([N:11]=1)=[C:9]([N:12]1[CH2:17][CH2:16][O:15][CH2:14][CH2:13]1)[N:8]=[C:7]([N:18]1[C:22]3[CH:23]=[CH:24][CH:25]=[CH:26][C:21]=3[N:20]=[C:19]1[CH3:27])[N:6]=2.[NH:29]1[CH2:33][CH2:32][CH:31]([N:34]2[CH2:39][CH2:38][O:37][CH2:36][CH2:35]2)[CH2:30]1, predict the reaction product. The product is: [CH3:28][N:4]1[C:3]([CH2:2][N:29]2[CH2:33][CH2:32][CH:31]([N:34]3[CH2:35][CH2:36][O:37][CH2:38][CH2:39]3)[CH2:30]2)=[N:11][C:10]2[C:5]1=[N:6][C:7]([N:18]1[C:22]3[CH:23]=[CH:24][CH:25]=[CH:26][C:21]=3[N:20]=[C:19]1[CH3:27])=[N:8][C:9]=2[N:12]1[CH2:17][CH2:16][O:15][CH2:14][CH2:13]1.